This data is from Full USPTO retrosynthesis dataset with 1.9M reactions from patents (1976-2016). The task is: Predict the reactants needed to synthesize the given product. The reactants are: [CH:1]12[CH2:10][CH:5]3[CH2:6][CH:7]([CH2:9][CH:3]([CH2:4]3)[CH:2]1[NH:11][C:12]([C:14]1[CH:15]=[N:16][N:17]([CH3:20])[C:18]=1Cl)=[O:13])[CH2:8]2.[NH:21]1[CH2:26][CH2:25][O:24][CH2:23][CH2:22]1. Given the product [CH:1]12[CH2:10][CH:5]3[CH2:6][CH:7]([CH2:9][CH:3]([CH2:4]3)[CH:2]1[NH:11][C:12]([C:14]1[CH:15]=[N:16][N:17]([CH3:20])[C:18]=1[N:21]1[CH2:26][CH2:25][O:24][CH2:23][CH2:22]1)=[O:13])[CH2:8]2, predict the reactants needed to synthesize it.